This data is from Forward reaction prediction with 1.9M reactions from USPTO patents (1976-2016). The task is: Predict the product of the given reaction. (1) The product is: [CH:16]1([S:19][C:20]2[CH:25]=[CH:24][C:23]([N+:26]([O-:28])=[O:27])=[CH:22][C:21]=2[CH2:29][N:30]([CH3:31])[C:9](=[O:10])[O:11][C:12]([CH3:13])([CH3:14])[CH3:15])[CH2:18][CH2:17]1. Given the reactants O([C:9]([O:11][C:12]([CH3:15])([CH3:14])[CH3:13])=[O:10])[C:9]([O:11][C:12]([CH3:15])([CH3:14])[CH3:13])=[O:10].[CH:16]1([S:19][C:20]2[CH:25]=[CH:24][C:23]([N+:26]([O-:28])=[O:27])=[CH:22][C:21]=2[CH2:29][NH:30][CH3:31])[CH2:18][CH2:17]1, predict the reaction product. (2) Given the reactants [CH3:1][S:2][C:3]1[CH:4]=[CH:5][C:6]([O:9][C:10]2[CH:15]=[CH:14][C:13]([O:16][C:17]([N:19]3[CH2:24][CH2:23][CH:22](O)[CH2:21][CH2:20]3)=[O:18])=[CH:12][CH:11]=2)=[N:7][CH:8]=1.[SH:26][C:27]1[NH:28][CH:29]=[CH:30][N:31]=1, predict the reaction product. The product is: [CH3:1][S:2][C:3]1[CH:4]=[CH:5][C:6]([O:9][C:10]2[CH:15]=[CH:14][C:13]([O:16][C:17]([N:19]3[CH2:24][CH2:23][CH:22]([S:26][C:27]4[NH:28][CH:29]=[CH:30][N:31]=4)[CH2:21][CH2:20]3)=[O:18])=[CH:12][CH:11]=2)=[N:7][CH:8]=1. (3) The product is: [CH:1]([N:4]1[C:8]([C:9]2[S:10][C:11]3[CH2:12][CH2:13][O:14][C:15]4[CH:22]=[CH:21][C:20]([CH:23]5[CH2:24][N:25]([CH2:27][CH2:28][OH:29])[CH2:26]5)=[CH:19][C:16]=4[C:17]=3[N:18]=2)=[N:7][CH:6]=[N:5]1)([CH3:3])[CH3:2]. Given the reactants [CH:1]([N:4]1[C:8]([C:9]2[S:10][C:11]3[CH2:12][CH2:13][O:14][C:15]4[CH:22]=[CH:21][C:20]([CH:23]5[CH2:26][N:25]([CH2:27][CH2:28][O:29]C6CCCCO6)[CH2:24]5)=[CH:19][C:16]=4[C:17]=3[N:18]=2)=[N:7][CH:6]=[N:5]1)([CH3:3])[CH3:2].Cl.O1CCOCC1, predict the reaction product. (4) Given the reactants [NH2:1][C:2]1[S:3][CH:4]=[C:5](/[C:7](=[N:11]/[O:12][CH3:13])/[C:8]([OH:10])=[O:9])[N:6]=1.C1C(=O)N([Cl:21])C(=O)C1, predict the reaction product. The product is: [NH2:1][C:2]1[S:3][C:4]([Cl:21])=[C:5](/[C:7](=[N:11]/[O:12][CH3:13])/[C:8]([OH:10])=[O:9])[N:6]=1.